Dataset: Catalyst prediction with 721,799 reactions and 888 catalyst types from USPTO. Task: Predict which catalyst facilitates the given reaction. (1) Reactant: [F:1][C:2]1[CH:3]=[C:4]([CH:8]=[C:9]([F:11])[CH:10]=1)[C:5]([OH:7])=[O:6].S(=O)(=O)(O)O.[CH2:17]=[C:18]([CH3:20])[CH3:19]. Product: [C:18]([O:6][C:5](=[O:7])[C:4]1[CH:3]=[C:2]([F:1])[CH:10]=[C:9]([F:11])[CH:8]=1)([CH3:20])([CH3:19])[CH3:17]. The catalyst class is: 135. (2) Reactant: [CH2:1]([N:8]1[CH2:13][CH2:12][CH:11]([NH2:14])[CH2:10][CH2:9]1)[C:2]1[CH:7]=[CH:6][CH:5]=[CH:4][CH:3]=1.[C:15](OC(=O)C)(=[O:17])[CH3:16].[OH-].[Na+]. Product: [CH2:1]([N:8]1[CH2:13][CH2:12][CH:11]([NH:14][C:15](=[O:17])[CH3:16])[CH2:10][CH2:9]1)[C:2]1[CH:3]=[CH:4][CH:5]=[CH:6][CH:7]=1. The catalyst class is: 4.